This data is from Reaction yield outcomes from USPTO patents with 853,638 reactions. The task is: Predict the reaction yield, written as a fraction of the theoretical maximum amount of product (1.0 means a 100% yield; for example, 0.34 means a 34% yield). (1) The reactants are [NH:1]1[C:5]2[N:6]=[CH:7][CH:8]=[C:9]([OH:10])[C:4]=2[CH:3]=[CH:2]1.C([O-])([O-])=O.[K+].[K+].Cl[C:18]1[C:23]([Cl:24])=[CH:22][C:21]([N+:25]([O-:27])=[O:26])=[CH:20][N:19]=1. The catalyst is CC#N. The product is [Cl:24][C:23]1[C:18]([O:10][C:9]2[CH:8]=[CH:7][N:6]=[C:5]3[NH:1][CH:2]=[CH:3][C:4]=23)=[N:19][CH:20]=[C:21]([N+:25]([O-:27])=[O:26])[CH:22]=1. The yield is 0.540. (2) The catalyst is CO.[Pd]. The product is [Si:1]([O:8][CH:9]1[CH2:14][CH:13]([CH3:15])[CH2:12][CH:11]([C:16]2[CH:21]=[CH:20][N:19]=[CH:18][C:17]=2[NH2:22])[CH2:10]1)([C:4]([CH3:7])([CH3:5])[CH3:6])([CH3:3])[CH3:2]. The reactants are [Si:1]([O:8][CH:9]1[CH2:14][CH:13]([CH3:15])[CH2:12][C:11]([C:16]2[CH:21]=[CH:20][N:19]=[CH:18][C:17]=2[N+:22]([O-])=O)=[CH:10]1)([C:4]([CH3:7])([CH3:6])[CH3:5])([CH3:3])[CH3:2]. The yield is 0.900. (3) The reactants are Cl[CH2:2][CH2:3]Cl.C([CH:7]([C:11]([O-:13])=O)[C:8]([O-:10])=[O:9])C.[K+].[K+].Cl.C(#N)[C:18]1[CH:23]=[CH:22][CH:21]=[CH:20][CH:19]=1. The catalyst is [Cl-].[Zn+2].[Cl-]. The product is [C:11]([CH2:7][C:8]([O:10][CH2:2][CH3:3])=[O:9])(=[O:13])[C:18]1[CH:23]=[CH:22][CH:21]=[CH:20][CH:19]=1. The yield is 0.750. (4) The reactants are [CH3:1][O:2][CH2:3][CH2:4][O:5][CH2:6][C:7]([C:10]1[CH:15]=[CH:14][C:13]([NH:16][C:17](=[O:19])[CH3:18])=[CH:12][C:11]=1[N+:20]([O-])=O)([CH3:9])[CH3:8]. The catalyst is CO.[Ni]. The product is [NH2:20][C:11]1[CH:12]=[C:13]([NH:16][C:17](=[O:19])[CH3:18])[CH:14]=[CH:15][C:10]=1[C:7]([CH3:9])([CH3:8])[CH2:6][O:5][CH2:4][CH2:3][O:2][CH3:1]. The yield is 0.350. (5) The reactants are [C:1](Cl)(=[O:28])[O:2][CH2:3][CH2:4][N:5]1[CH:9]=[C:8]([C:10]([CH3:13])([CH3:12])[CH3:11])[S:7]/[C:6]/1=[N:14]\[C:15](=[O:27])[C:16]1[CH:21]=[C:20]([C:22]([F:25])([F:24])[F:23])[CH:19]=[CH:18][C:17]=1F.[NH:30]1[CH2:33][CH2:32][CH2:31]1. The catalyst is C(Cl)Cl.CO. The product is [N:30]1([C:1]([O:2][CH2:3][CH2:4][N:5]2[CH:9]=[C:8]([C:10]([CH3:13])([CH3:12])[CH3:11])[S:7]/[C:6]/2=[N:14]\[C:15](=[O:27])[C:16]2[CH:21]=[C:20]([C:22]([F:25])([F:24])[F:23])[CH:19]=[CH:18][C:17]=2[N:30]2[CH2:33][CH2:32][CH2:31]2)=[O:28])[CH2:33][CH2:32][CH2:31]1. The yield is 0.194.